This data is from Catalyst prediction with 721,799 reactions and 888 catalyst types from USPTO. The task is: Predict which catalyst facilitates the given reaction. (1) Reactant: [C:1]1([CH:7]([C:10]2[CH:15]=[CH:14][CH:13]=[CH:12][CH:11]=2)[C:8]#[N:9])[CH:6]=[CH:5][CH:4]=[CH:3][CH:2]=1.[H-].[Na+].CC1C=CC(S(O[C@H:29]2[CH2:33][CH2:32][N:31]([S:34]([C:37]3[CH:43]=[CH:42][C:40]([CH3:41])=[CH:39][CH:38]=3)(=[O:36])=[O:35])[CH2:30]2)(=O)=O)=CC=1.O. Product: [C:10]1([C:7]([C:1]2[CH:2]=[CH:3][CH:4]=[CH:5][CH:6]=2)([C@@H:33]2[CH2:29][CH2:30][N:31]([S:34]([C:37]3[CH:43]=[CH:42][C:40]([CH3:41])=[CH:39][CH:38]=3)(=[O:36])=[O:35])[CH2:32]2)[C:8]#[N:9])[CH:11]=[CH:12][CH:13]=[CH:14][CH:15]=1. The catalyst class is: 224. (2) Reactant: CC[N+](S(N=C(OC)[O-])(=O)=O)(CC)CC.[CH:16]1([C@H:20]([NH:22][C:23]2[N:31]=[C:30]([C:32]([O:34][CH3:35])=[O:33])[N:29]=[C:28]3[C:24]=2[N:25]([CH2:48][C:49]2[CH:54]=[CH:53][C:52]([C:55]([F:58])([F:57])[F:56])=[CH:51][CH:50]=2)[C:26]([C:36](=O)[NH:37][C@H:38]([C:41]2[CH:46]=[CH:45][CH:44]=[CH:43][CH:42]=2)[CH2:39][OH:40])=[N:27]3)[CH3:21])[CH2:19][CH2:18][CH2:17]1.CCOC(C)=O.O. Product: [CH:16]1([C@H:20]([NH:22][C:23]2[N:31]=[C:30]([C:32]([O:34][CH3:35])=[O:33])[N:29]=[C:28]3[C:24]=2[N:25]([CH2:48][C:49]2[CH:54]=[CH:53][C:52]([C:55]([F:57])([F:56])[F:58])=[CH:51][CH:50]=2)[C:26]([C:36]2[O:40][CH2:39][C@@H:38]([C:41]4[CH:42]=[CH:43][CH:44]=[CH:45][CH:46]=4)[N:37]=2)=[N:27]3)[CH3:21])[CH2:17][CH2:18][CH2:19]1. The catalyst class is: 1. (3) The catalyst class is: 10. Product: [F:1][C:2]1[CH:3]=[N:4][C:5]2[C:10]([C:11]=1[CH2:12][CH2:13][CH2:14][C:15]1([C:21]([O:23][CH2:24][CH3:25])=[O:22])[CH2:20][CH2:19][N:18]([CH2:29][CH2:30][O:31][C:32]3[CH:33]=[C:34]([F:40])[C:35]([F:39])=[C:36]([F:38])[CH:37]=3)[CH2:17][CH2:16]1)=[CH:9][C:8]([O:26][CH3:27])=[CH:7][CH:6]=2. Reactant: [F:1][C:2]1[CH:3]=[N:4][C:5]2[C:10]([C:11]=1[CH2:12][CH2:13][CH2:14][C:15]1([C:21]([O:23][CH2:24][CH3:25])=[O:22])[CH2:20][CH2:19][NH:18][CH2:17][CH2:16]1)=[CH:9][C:8]([O:26][CH3:27])=[CH:7][CH:6]=2.Br[CH2:29][CH2:30][O:31][C:32]1[CH:33]=[C:34]([F:40])[C:35]([F:39])=[C:36]([F:38])[CH:37]=1.[I-].[K+].C(=O)([O-])[O-].[K+].[K+]. (4) Reactant: [CH2:1]([Li])CCC.[Br:6][C:7]1[CH:14]=[N:13][CH:12]=[CH:11][C:8]=1[CH:9]=O. Product: [Br:6][C:7]1[CH:14]=[N:13][CH:12]=[CH:11][C:8]=1[CH:9]=[CH2:1]. The catalyst class is: 307.